Dataset: Peptide-MHC class I binding affinity with 185,985 pairs from IEDB/IMGT. Task: Regression. Given a peptide amino acid sequence and an MHC pseudo amino acid sequence, predict their binding affinity value. This is MHC class I binding data. The peptide sequence is GLSQFTHTV. The MHC is HLA-A02:03 with pseudo-sequence HLA-A02:03. The binding affinity (normalized) is 0.812.